The task is: Predict the product of the given reaction.. This data is from Forward reaction prediction with 1.9M reactions from USPTO patents (1976-2016). (1) Given the reactants [CH3:1][C:2]1[CH:7]=[CH:6][N:5]=[CH:4][C:3]=1[C:8]1[CH:17]=[C:16]2[C:11]([CH:12]=[C:13]([NH2:18])[N:14]=[CH:15]2)=[CH:10][CH:9]=1.Br[C:20]1[CH:25]=[C:24]([CH2:26][OH:27])[CH:23]=[CH:22][N:21]=1, predict the reaction product. The product is: [CH3:1][C:2]1[CH:7]=[CH:6][N:5]=[CH:4][C:3]=1[C:8]1[CH:17]=[C:16]2[C:11]([CH:12]=[C:13]([NH:18][C:20]3[CH:25]=[C:24]([CH2:26][OH:27])[CH:23]=[CH:22][N:21]=3)[N:14]=[CH:15]2)=[CH:10][CH:9]=1. (2) Given the reactants [NH2:1][CH2:2][CH2:3][N:4]1[C:12]([O:13]C)=[N:11][C:10]2[C:5]1=[N:6][C:7]([O:16][CH2:17][CH2:18][CH2:19][CH3:20])=[N:8][C:9]=2[NH2:15].C(N(CC)CC)C.Cl[S:29]([C:32]1[CH:33]=[C:34]([CH2:38][C:39]([O:41][CH3:42])=[O:40])[CH:35]=[CH:36][CH:37]=1)(=[O:31])=[O:30], predict the reaction product. The product is: [NH2:15][C:9]1[N:8]=[C:7]([O:16][CH2:17][CH2:18][CH2:19][CH3:20])[N:6]=[C:5]2[C:10]=1[NH:11][C:12](=[O:13])[N:4]2[CH2:3][CH2:2][NH:1][S:29]([C:32]1[CH:33]=[C:34]([CH2:38][C:39]([O:41][CH3:42])=[O:40])[CH:35]=[CH:36][CH:37]=1)(=[O:31])=[O:30]. (3) Given the reactants Br[C:2]1[C:3]([CH3:10])=[N:4][C:5]([O:8][CH3:9])=[CH:6][CH:7]=1.[CH2:11]([OH:18])[C:12]1[CH:17]=[CH:16][CH:15]=[CH:14][CH:13]=1.N1C2C(=CC=C3C=2N=CC=C3)C=CC=1.C([O-])([O-])=O.[Cs+].[Cs+], predict the reaction product. The product is: [CH2:11]([O:18][C:2]1[C:3]([CH3:10])=[N:4][C:5]([O:8][CH3:9])=[CH:6][CH:7]=1)[C:12]1[CH:17]=[CH:16][CH:15]=[CH:14][CH:13]=1.